Task: Predict the reaction yield, written as a fraction of the theoretical maximum amount of product (1.0 means a 100% yield; for example, 0.34 means a 34% yield).. Dataset: Reaction yield outcomes from USPTO patents with 853,638 reactions (1) The reactants are CCN(C(C)C)C(C)C.[C:10]([O:14][C:15]([N:17]1[CH2:22][CH2:21][C@@H:20]([NH:23][C:24]2[C:25]3[N:26]([CH:33]=[C:34]([C:36]([OH:38])=O)[CH:35]=3)[N:27]=[CH:28][C:29]=2[C:30](=[O:32])[NH2:31])[C:19]([CH3:40])([CH3:39])[CH2:18]1)=[O:16])([CH3:13])([CH3:12])[CH3:11].F[P-](F)(F)(F)(F)F.[N:48]1(O[P+](N(C)C)(N(C)C)N(C)C)C2C=CC=CC=2N=[N:49]1.NN. The catalyst is CN(C)C=O.O. The product is [C:30]([C:29]1[CH:28]=[N:27][N:26]2[CH:33]=[C:34]([C:36]([NH:48][NH2:49])=[O:38])[CH:35]=[C:25]2[C:24]=1[NH:23][C@@H:20]1[CH2:21][CH2:22][N:17]([C:15]([O:14][C:10]([CH3:13])([CH3:11])[CH3:12])=[O:16])[CH2:18][C:19]1([CH3:39])[CH3:40])(=[O:32])[NH2:31]. The yield is 0.760. (2) The reactants are C1(C)C=CC(S(O)(=O)=O)=CC=1.[CH3:12][C:13]1[CH:14]=[C:15]([CH:33]=[CH:34][CH:35]=1)[C:16]([C:18]1[CH:23]=[CH:22][CH:21]=[C:20]([C:24](=O)[C:25]2[CH:30]=[CH:29][CH:28]=[C:27]([CH3:31])[CH:26]=2)[CH:19]=1)=[O:17].[NH2:36][NH:37][C:38]([NH2:40])=[S:39]. The catalyst is CO. The product is [CH3:12][C:13]1[CH:14]=[C:15]([CH:33]=[CH:34][CH:35]=1)[C:16]([C:18]1[CH:23]=[CH:22][CH:21]=[C:20]([C:24](=[N:36][NH:37][C:38]([NH2:40])=[S:39])[C:25]2[CH:30]=[CH:29][CH:28]=[C:27]([CH3:31])[CH:26]=2)[CH:19]=1)=[O:17]. The yield is 0.170. (3) The reactants are F[C:2]1[CH:7]=[CH:6][C:5]([C:8]([F:11])([F:10])[F:9])=[CH:4][C:3]=1[N+:12]([O-:14])=[O:13].C(N(C(C)C)CC)(C)C.[NH:24]1[CH:28]=[CH:27][N:26]=[CH:25]1. The catalyst is C(#N)C. The product is [N+:12]([C:3]1[CH:4]=[C:5]([C:8]([F:11])([F:10])[F:9])[CH:6]=[CH:7][C:2]=1[N:24]1[CH:28]=[CH:27][N:26]=[CH:25]1)([O-:14])=[O:13]. The yield is 0.960. (4) The reactants are [CH3:1][CH:2]([C:11]1[CH:16]=[CH:15][C:14]([CH2:17][CH2:18][CH2:19][NH:20]C(OCC2C=CC=CC=2)=O)=[CH:13][CH:12]=1)[CH2:3][NH:4][S:5]([CH:8]([CH3:10])[CH3:9])(=[O:7])=[O:6]. The catalyst is [Pd]. The product is [NH2:20][CH2:19][CH2:18][CH2:17][C:14]1[CH:13]=[CH:12][C:11]([CH:2]([CH3:1])[CH2:3][NH:4][S:5]([CH:8]([CH3:10])[CH3:9])(=[O:7])=[O:6])=[CH:16][CH:15]=1. The yield is 0.870. (5) The reactants are C(OC(N[N:9]([CH2:31][CH2:32]C1C2C=CC=CC=2OC=1)[C:10]([C:12]1[C:21](=[O:22])[C:20]2[C:15](=[CH:16][C:17]([Cl:23])=[CH:18][CH:19]=2)[NH:14][C:13]=1[C:24]([N:26]1CCCC1)=[O:25])=[O:11])=O)(C)(C)C.CS(O)(=O)=O.[OH2:47]. The catalyst is CO. The product is [Cl:23][C:17]1[CH:18]=[CH:19][C:20]2[C:21](=[O:22])[C:12]3[C:10](=[O:11])[N:9]([CH:31]([C:12]4[O:47][C:19]5[CH:18]=[CH:17][CH:16]=[CH:15][C:20]=5[CH:21]=4)[CH3:32])[N:26]=[C:24]([OH:25])[C:13]=3[NH:14][C:15]=2[CH:16]=1. The yield is 0.360. (6) The reactants are [CH:1]1([C:6]([C:12]2[CH:17]=[CH:16][CH:15]=[CH:14][CH:13]=2)([OH:11])[C:7]([O:9][CH3:10])=[O:8])[CH2:5][CH2:4][CH2:3][CH2:2]1.[CH3:18][N:19]1[CH2:23]C[CH:21](O)[CH2:20]1.CCOC(C)=O.CCO. The catalyst is CCCCCCC. The product is [CH:1]1([C:6]([C:12]2[CH:17]=[CH:16][CH:15]=[CH:14][CH:13]=2)([OH:11])[C:7]([O:9][CH:10]2[CH2:21][CH2:20][N:19]([CH3:23])[CH2:18]2)=[O:8])[CH2:5][CH2:4][CH2:3][CH2:2]1. The yield is 0.720. (7) The reactants are [NH2:1][C:2](=[O:27])[CH2:3][N:4]([C:9]1[CH:10]=[C:11]([CH:22]=[CH:23][C:24]=1[O:25][CH3:26])[C:12]([O:14]CC1C=CC=CC=1)=[O:13])[S:5]([CH3:8])(=[O:7])=[O:6]. The catalyst is CO.C(Cl)(Cl)Cl.[Pd]. The product is [NH2:1][C:2](=[O:27])[CH2:3][N:4]([C:9]1[CH:10]=[C:11]([CH:22]=[CH:23][C:24]=1[O:25][CH3:26])[C:12]([OH:14])=[O:13])[S:5]([CH3:8])(=[O:7])=[O:6]. The yield is 0.890.